Dataset: Reaction yield outcomes from USPTO patents with 853,638 reactions. Task: Predict the reaction yield, written as a fraction of the theoretical maximum amount of product (1.0 means a 100% yield; for example, 0.34 means a 34% yield). (1) The reactants are C[C:2]1(C)[O:9][C:7](=[O:8])[CH2:6][C:4](=[O:5])O1.N1C=[CH:15][CH:14]=[CH:13][CH:12]=1.C(Cl)(=O)CCC=C. The catalyst is ClCCl. The product is [O:5]=[C:4]([CH2:15][CH2:14][CH:13]=[CH2:12])[CH2:6][C:7]([O:9][CH3:2])=[O:8]. The yield is 0.400. (2) The reactants are [Cl:1][C:2]1[CH:3]=[C:4]([C:9]#[C:10][CH3:11])[C:5]([NH2:8])=[N:6][CH:7]=1.CC(C)([O-])C.[K+]. The catalyst is C(O)(C)(C)C. The product is [Cl:1][C:2]1[CH:3]=[C:4]2[CH:9]=[C:10]([CH3:11])[NH:8][C:5]2=[N:6][CH:7]=1. The yield is 0.830.